From a dataset of Catalyst prediction with 721,799 reactions and 888 catalyst types from USPTO. Predict which catalyst facilitates the given reaction. (1) Reactant: [CH:1]1([C:4]2([C:9]3[CH:10]=[C:11]([CH2:14][OH:15])[S:12][CH:13]=3)[CH2:8][CH2:7][CH2:6][O:5]2)[CH2:3][CH2:2]1. Product: [CH:1]1([C:4]2([C:9]3[CH:10]=[C:11]([CH:14]=[O:15])[S:12][CH:13]=3)[CH2:8][CH2:7][CH2:6][O:5]2)[CH2:2][CH2:3]1. The catalyst class is: 2. (2) Reactant: [C:1]([C:5]1[CH:10]=[CH:9][C:8]([C:11]2[C:19]3[N:15]([CH:16]=[CH:17][CH:18]=3)[CH2:14][CH2:13][C:12]=2[C:20]([O:22]C)=[O:21])=[CH:7][CH:6]=1)([CH3:4])([CH3:3])[CH3:2].[Li+].[OH-]. Product: [C:1]([C:5]1[CH:6]=[CH:7][C:8]([C:11]2[C:19]3[N:15]([CH:16]=[CH:17][CH:18]=3)[CH2:14][CH2:13][C:12]=2[C:20]([OH:22])=[O:21])=[CH:9][CH:10]=1)([CH3:4])([CH3:2])[CH3:3]. The catalyst class is: 36. (3) Reactant: [Br:1][C:2]1[CH:19]=[CH:18][C:5]2[C:6]([C:9]([C:11]3[CH:16]=[CH:15][C:14]([Cl:17])=[CH:13][CH:12]=3)=[CH2:10])=[N:7][S:8][C:4]=2[CH:3]=1.[CH2:20]([NH2:23])[CH:21]=[CH2:22]. Product: [Br:1][C:2]1[CH:19]=[CH:18][C:5]2[C:6]([CH:9]([C:11]3[CH:12]=[CH:13][C:14]([Cl:17])=[CH:15][CH:16]=3)[CH2:10][NH:23][CH2:20][CH:21]=[CH2:22])=[N:7][S:8][C:4]=2[CH:3]=1. The catalyst class is: 3. (4) Reactant: [CH2:1]([O:8][C:9]([CH:11]1[CH2:16][O:15][C:14]([CH2:18]I)([CH3:17])[CH2:13][N:12]1[CH2:20][C:21]1[CH:26]=[CH:25][CH:24]=[CH:23][CH:22]=1)=[O:10])[C:2]1[CH:7]=[CH:6][CH:5]=[CH:4][CH:3]=1.C([SnH](CCCC)CCCC)CCC.CC(N=NC(C#N)(C)C)(C#N)C. Product: [CH2:1]([O:8][C:9]([CH:11]1[CH2:16][O:15][C:14]([CH3:18])([CH3:17])[CH2:13][N:12]1[CH2:20][C:21]1[CH:22]=[CH:23][CH:24]=[CH:25][CH:26]=1)=[O:10])[C:2]1[CH:3]=[CH:4][CH:5]=[CH:6][CH:7]=1. The catalyst class is: 11. (5) Reactant: CC(C[AlH]CC(C)C)C.C1(C)C=CC=CC=1.COC(=O)CC1C=CC([O:27][CH2:28]/[CH:29]=[C:30](/[C:32]2[CH:44]=[CH:43][C:42]3[C:41]4[C:36](=[CH:37][CH:38]=[CH:39][CH:40]=4)[CH2:35][C:34]=3[CH:33]=2)\[CH3:31])=CC=1. Product: [CH:33]1[C:34]2[CH2:35][C:36]3[C:41](=[CH:40][CH:39]=[CH:38][CH:37]=3)[C:42]=2[CH:43]=[CH:44][C:32]=1/[C:30](/[CH3:31])=[CH:29]/[CH2:28][OH:27]. The catalyst class is: 1. (6) Reactant: [N:1]([C@@H:4]1[CH2:7][C@H:6]([N:8]2[CH:12]=[C:11]([NH:13][C:14](=[O:26])[CH2:15][C:16]3[C:25]4[C:20](=[CH:21][CH:22]=[CH:23][CH:24]=4)[CH:19]=[CH:18][CH:17]=3)[N:10]=[CH:9]2)[CH2:5]1)=[N+]=[N-].C1(P(C2C=CC=CC=2)C2C=CC=CC=2)C=CC=CC=1. Product: [NH2:1][C@@H:4]1[CH2:5][C@H:6]([N:8]2[CH:12]=[C:11]([NH:13][C:14](=[O:26])[CH2:15][C:16]3[C:25]4[C:20](=[CH:21][CH:22]=[CH:23][CH:24]=4)[CH:19]=[CH:18][CH:17]=3)[N:10]=[CH:9]2)[CH2:7]1. The catalyst class is: 30. (7) Reactant: [Si]([O:8][CH2:9][C:10]1([CH3:34])[S:16][CH2:15][CH2:14][N:13]2[C:17]([C:20]3([C:23]4[CH:28]=[CH:27][C:26]([C:29]5[O:30][CH:31]=[CH:32][N:33]=5)=[CH:25][CH:24]=4)[CH2:22][CH2:21]3)=[N:18][N:19]=[C:12]2[CH2:11]1)(C(C)(C)C)(C)C.Cl. Product: [CH3:34][C:10]1([CH2:9][OH:8])[S:16][CH2:15][CH2:14][N:13]2[C:17]([C:20]3([C:23]4[CH:24]=[CH:25][C:26]([C:29]5[O:30][CH:31]=[CH:32][N:33]=5)=[CH:27][CH:28]=4)[CH2:22][CH2:21]3)=[N:18][N:19]=[C:12]2[CH2:11]1. The catalyst class is: 5.